Dataset: Reaction yield outcomes from USPTO patents with 853,638 reactions. Task: Predict the reaction yield, written as a fraction of the theoretical maximum amount of product (1.0 means a 100% yield; for example, 0.34 means a 34% yield). (1) The reactants are [CH2:1]([C:3]1[N:12]([CH2:13][CH2:14]O)[C:11](=[O:16])[C:10]2[C:5](=[CH:6][CH:7]=[CH:8][CH:9]=2)[N:4]=1)[CH3:2].S(Cl)([Cl:19])=O.C(Cl)(Cl)Cl. The catalyst is CCCCCC. The product is [Cl:19][CH2:14][CH2:13][N:12]1[C:11](=[O:16])[C:10]2[C:5](=[CH:6][CH:7]=[CH:8][CH:9]=2)[N:4]=[C:3]1[CH2:1][CH3:2]. The yield is 0.328. (2) The reactants are Br[C:2]1[CH:7]=[C:6]([F:8])[CH:5]=[CH:4][C:3]=1[F:9].CCCCCC.C([Li])CCC.[Si:21]([O:38][CH2:39][CH2:40][CH2:41][CH2:42][CH2:43][CH:44]=[O:45])([C:34]([CH3:37])([CH3:36])[CH3:35])([C:28]1[CH:33]=[CH:32][CH:31]=[CH:30][CH:29]=1)[C:22]1[CH:27]=[CH:26][CH:25]=[CH:24][CH:23]=1. The catalyst is C(OCC)(=O)C.C(OCC)C.O1CCCC1. The product is [Si:21]([O:38][CH2:39][CH2:40][CH2:41][CH2:42][CH2:43][CH:44]([C:2]1[CH:7]=[C:6]([F:8])[CH:5]=[CH:4][C:3]=1[F:9])[OH:45])([C:34]([CH3:36])([CH3:37])[CH3:35])([C:28]1[CH:29]=[CH:30][CH:31]=[CH:32][CH:33]=1)[C:22]1[CH:23]=[CH:24][CH:25]=[CH:26][CH:27]=1. The yield is 0.880. (3) The reactants are C(OC(=O)[NH:7][C:8]1[C:9]2[N:10]([CH:15]=[CH:16][N:17]=2)[N:11]=[C:12]([Cl:14])[CH:13]=1)(C)(C)C. The catalyst is ClCCl.FC(F)(F)C(O)=O. The product is [Cl:14][C:12]1[CH:13]=[C:8]([NH2:7])[C:9]2[N:10]([CH:15]=[CH:16][N:17]=2)[N:11]=1. The yield is 1.02.